From a dataset of CYP3A4 inhibition data for predicting drug metabolism from PubChem BioAssay. Regression/Classification. Given a drug SMILES string, predict its absorption, distribution, metabolism, or excretion properties. Task type varies by dataset: regression for continuous measurements (e.g., permeability, clearance, half-life) or binary classification for categorical outcomes (e.g., BBB penetration, CYP inhibition). Dataset: cyp3a4_veith. (1) The molecule is COc1cccc(Cn2c(=O)c(-c3cc(F)cc(F)c3)nc3cnc(N4CCOCC4)nc32)c1. The result is 0 (non-inhibitor). (2) The result is 0 (non-inhibitor). The molecule is COc1nc(OCCNC(C)=O)nc(N(C)C)n1. (3) The molecule is CCN1C[C@]2(C)CC[C@H](O)[C@]34[C@@H]1[C@@H](C[C@H]32)[C@@]1(O)C[C@H](OC)[C@H]2C[C@@H]4[C@H]1[C@@H]2O. The result is 0 (non-inhibitor). (4) The compound is COc1ccc(C2C3=C(CC(C)(C)CC3=O)Oc3ncn(CC(C)C)c(=N)c32)cc1. The result is 1 (inhibitor). (5) The drug is CCN(CC)c1ccc(/C=N/Nc2nc(C)cc(=O)[nH]2)cc1. The result is 1 (inhibitor). (6) The drug is S=C(NCc1ccco1)N1CCN(C(c2ccccc2)c2ccccc2)CC1. The result is 1 (inhibitor). (7) The compound is O=C(c1cc(Br)ccc1O)c1cc(Br)ccc1O. The result is 0 (non-inhibitor).